This data is from Full USPTO retrosynthesis dataset with 1.9M reactions from patents (1976-2016). The task is: Predict the reactants needed to synthesize the given product. (1) Given the product [CH:13]1[CH:18]=[CH:17][C:16]([NH:19][C:35]([CH2:34][CH2:33][CH2:32][CH2:31][CH2:30][CH2:29][C:28]([NH:40][OH:41])=[O:39])=[O:37])=[CH:15][CH:14]=1, predict the reactants needed to synthesize it. The reactants are: C1N=CN(C(N2C=NC=C2)=O)C=1.[CH2:13]1[CH2:18][CH2:17][CH:16]([N:19]=C=[N:19][CH:16]2[CH2:17][CH2:18][CH2:13][CH2:14][CH2:15]2)[CH2:15][CH2:14]1.[C:28]([OH:39])(=O)[CH2:29][CH2:30][CH2:31][CH2:32][CH2:33][CH2:34][C:35]([OH:37])=O.[NH2:40][OH:41].NC1C=CC=CC=1. (2) Given the product [CH2:11]([C:10]1[CH:17]=[C:16]([CH2:15][NH:18][C:19](=[O:25])[O:20][C:21]([CH3:22])([CH3:24])[CH3:23])[O:7][N:9]=1)[CH3:12], predict the reactants needed to synthesize it. The reactants are: ClN1C(=[O:7])CCC1=O.[N:9]1C=C[CH:12]=[CH:11][CH:10]=1.[CH2:15]([NH:18][C:19](=[O:25])[O:20][C:21]([CH3:24])([CH3:23])[CH3:22])[C:16]#[CH:17].CCN(C(C)C)C(C)C. (3) Given the product [CH2:26]([NH:33][C:5]1[N:4]=[C:3]([C:16]2[CH:21]=[CH:20][C:19]([S:22]([CH3:25])(=[O:23])=[O:24])=[CH:18][CH:17]=2)[C:2]([CH3:1])=[C:7]([C:8]([F:11])([F:10])[F:9])[N:6]=1)[C:27]1[CH:32]=[CH:31][CH:30]=[CH:29][CH:28]=1, predict the reactants needed to synthesize it. The reactants are: [CH3:1][C:2]1[C:3]([C:16]2[CH:21]=[CH:20][C:19]([S:22]([CH3:25])(=[O:24])=[O:23])=[CH:18][CH:17]=2)=[N:4][C:5](S(C)(=O)=O)=[N:6][C:7]=1[C:8]([F:11])([F:10])[F:9].[CH2:26]([NH2:33])[C:27]1[CH:32]=[CH:31][CH:30]=[CH:29][CH:28]=1. (4) Given the product [C:52]([NH:51][C:50]([N:20]1[CH2:19][CH2:18][N:17]([C:14]2[CH:15]=[CH:16][C:11]([C:10](=[O:23])[NH:9][C:4]3[CH:5]=[CH:6][C:7]([CH3:8])=[C:2]([I:1])[CH:3]=3)=[CH:12][N:13]=2)[CH2:22][CH2:21]1)=[O:60])([CH3:24])([CH3:57])[CH3:53], predict the reactants needed to synthesize it. The reactants are: [I:1][C:2]1[CH:3]=[C:4]([NH:9][C:10](=[O:23])[C:11]2[CH:16]=[CH:15][C:14]([N:17]3[CH2:22][CH2:21][NH:20][CH2:19][CH2:18]3)=[N:13][CH:12]=2)[CH:5]=[CH:6][C:7]=1[CH3:8].[CH2:24](N=C=O)C.C(OC(=O)CCNC(N1CCN(C2C=CC([C:50](=[O:60])[NH:51][C:52]3[CH:57]=CC(C)=C(I)[CH:53]=3)=CN=2)CC1)=O)C. (5) Given the product [CH3:17][C:18]1[C:22]([CH3:23])=[C:21]([NH:24][C:2]2[C:11]3[C:6](=[CH:7][CH:8]=[C:9]([N+:12]([O-:14])=[O:13])[CH:10]=3)[N:5]=[CH:4][C:3]=2[C:15]#[N:16])[O:20][N:19]=1, predict the reactants needed to synthesize it. The reactants are: Cl[C:2]1[C:11]2[C:6](=[CH:7][CH:8]=[C:9]([N+:12]([O-:14])=[O:13])[CH:10]=2)[N:5]=[CH:4][C:3]=1[C:15]#[N:16].[CH3:17][C:18]1[C:22]([CH3:23])=[C:21]([NH2:24])[O:20][N:19]=1. (6) Given the product [CH:1]([C:4]1[CH:5]=[CH:6][C:7]([C:10]([C:12]2[CH:17]=[C:16]([O:18][CH2:19][C:20]#[CH:21])[CH:15]=[CH:14][C:13]=2[NH:22][CH2:23][C:24]2[N:25]=[N:26][N:27]([CH2:36][CH2:37][O:32][CH3:29])[N:28]=2)=[O:11])=[CH:8][CH:9]=1)([CH3:3])[CH3:2], predict the reactants needed to synthesize it. The reactants are: [CH:1]([C:4]1[CH:9]=[CH:8][C:7]([C:10]([C:12]2[CH:17]=[C:16]([O:18][CH2:19][C:20]#[CH:21])[CH:15]=[CH:14][C:13]=2[NH:22][CH2:23][C:24]2[NH:28][N:27]=[N:26][N:25]=2)=[O:11])=[CH:6][CH:5]=1)([CH3:3])[CH3:2].[C:29]([O-:32])([O-])=O.[K+].[K+].Cl[CH2:36][C:37]#N. (7) The reactants are: [N:1]1([C:14]([O:16][C:17]([CH3:20])([CH3:19])[CH3:18])=[O:15])[CH2:10][C:9]2[C:4](=[CH:5][CH:6]=[CH:7][CH:8]=2)[CH2:3][C@@H:2]1[C:11]([OH:13])=O.Cl.[CH3:22]OCN.C(Cl)CCl.C1C=C[C:33]2[N:38]([OH:39])N=NC=2C=1.CCN(C(C)C)C(C)C. Given the product [N:1]1([C:14]([O:16][C:17]([CH3:20])([CH3:19])[CH3:18])=[O:15])[CH2:10][C:9]2[C:4](=[CH:5][CH:6]=[CH:7][CH:8]=2)[CH2:3][C@@H:2]1[C:11]([N:38]([O:39][CH3:22])[CH3:33])=[O:13], predict the reactants needed to synthesize it.